This data is from Forward reaction prediction with 1.9M reactions from USPTO patents (1976-2016). The task is: Predict the product of the given reaction. Given the reactants [N+:1]([C:4]1[CH:12]=[CH:11][C:10]([O:13][CH3:14])=[C:9]2[C:5]=1[CH:6]=[CH:7][NH:8]2)([O-])=O, predict the reaction product. The product is: [NH2:1][C:4]1[CH:12]=[CH:11][C:10]([O:13][CH3:14])=[C:9]2[C:5]=1[CH:6]=[CH:7][NH:8]2.